Dataset: Full USPTO retrosynthesis dataset with 1.9M reactions from patents (1976-2016). Task: Predict the reactants needed to synthesize the given product. (1) Given the product [NH2:18][C:15]1([C:12]2[CH:11]=[CH:10][C:9]([C:41]3[CH:42]=[CH:43][C:38]([C@@H:34]([OH:33])[C@H:35]([NH:31][C:29](=[O:30])[CH:28]([Cl:27])[Cl:47])[CH2:36][F:37])=[CH:39][CH:40]=3)=[CH:14][CH:13]=2)[CH2:16][CH2:17]1, predict the reactants needed to synthesize it. The reactants are: CC1(C)C(C)(C)OB([C:9]2[CH:14]=[CH:13][C:12]([C:15]3([NH:18]C(=O)OC(C)(C)C)[CH2:17][CH2:16]3)=[CH:11][CH:10]=2)O1.[Cl:27][CH:28]([Cl:47])[C:29]([N:31]1[C@H:35]([CH2:36][F:37])[C@@H:34]([C:38]2[CH:43]=[CH:42][C:41](I)=[CH:40][CH:39]=2)[O:33]C1(C)C)=[O:30].C([O-])([O-])=O.[Cs+].[Cs+]. (2) Given the product [C:1]([O:5][C:6]([N:8]1[CH2:15][C@H:14]([OH:16])[C@@H:13]2[C@H:9]1[CH2:10][O:11][NH:12]2)=[O:7])([CH3:4])([CH3:2])[CH3:3], predict the reactants needed to synthesize it. The reactants are: [C:1]([O:5][C:6]([N:8]1[CH2:15][C@H:14]([OH:16])[C@@H:13]2[C@H:9]1[CH2:10][O:11][N:12]2C(OCC1C=CC=CC=1)=O)=[O:7])([CH3:4])([CH3:3])[CH3:2].[H][H].